From a dataset of Reaction yield outcomes from USPTO patents with 853,638 reactions. Predict the reaction yield, written as a fraction of the theoretical maximum amount of product (1.0 means a 100% yield; for example, 0.34 means a 34% yield). (1) The reactants are [C:1]([C:5]1[O:9][N:8]=[C:7]([NH:10][C:11]([NH:13][C:14]2[CH:19]=[CH:18][CH:17]=[C:16]([SH:20])[CH:15]=2)=[O:12])[CH:6]=1)([CH3:4])([CH3:3])[CH3:2].Cl[C:22]1[C:31]2[C:26](=[CH:27][C:28]([O:37][CH3:38])=[C:29]([O:32][CH2:33][CH2:34][CH2:35][Cl:36])[CH:30]=2)[N:25]=[CH:24][N:23]=1. The product is [C:1]([C:5]1[O:9][N:8]=[C:7]([NH:10][C:11]([NH:13][C:14]2[CH:19]=[CH:18][CH:17]=[C:16]([S:20][C:22]3[C:31]4[C:26](=[CH:27][C:28]([O:37][CH3:38])=[C:29]([O:32][CH2:33][CH2:34][CH2:35][Cl:36])[CH:30]=4)[N:25]=[CH:24][N:23]=3)[CH:15]=2)=[O:12])[CH:6]=1)([CH3:4])([CH3:2])[CH3:3]. The yield is 0.890. No catalyst specified. (2) The catalyst is CN(C=O)C. The product is [Br:17][C:18]1[CH:19]=[C:20]2[C:24](=[CH:25][CH:26]=1)[N:23]([CH:27]1[CH2:32][CH2:31][CH2:30][CH2:29][O:28]1)[N:22]=[C:21]2[C:33]1[N:34]=[C:35]([O:3][C@@H:4]2[CH2:9][CH2:8][CH2:7][N:6]([C:10]([O:12][C:13]([CH3:16])([CH3:15])[CH3:14])=[O:11])[CH2:5]2)[CH:36]=[N:37][CH:38]=1. The reactants are [H-].[Na+].[OH:3][C@@H:4]1[CH2:9][CH2:8][CH2:7][N:6]([C:10]([O:12][C:13]([CH3:16])([CH3:15])[CH3:14])=[O:11])[CH2:5]1.[Br:17][C:18]1[CH:19]=[C:20]2[C:24](=[CH:25][CH:26]=1)[N:23]([CH:27]1[CH2:32][CH2:31][CH2:30][CH2:29][O:28]1)[N:22]=[C:21]2[C:33]1[CH:38]=[N:37][CH:36]=[C:35](Cl)[N:34]=1. The yield is 0.990.